This data is from Catalyst prediction with 721,799 reactions and 888 catalyst types from USPTO. The task is: Predict which catalyst facilitates the given reaction. Reactant: [F:1][C:2]1[CH:7]=[CH:6][C:5]([C@@H:8]([NH:12]C(=O)OC(C)(C)C)[CH2:9][CH:10]=O)=[CH:4][CH:3]=1.[NH:20]1[CH2:25][CH2:24][O:23][CH2:22][CH2:21]1.C(O[BH-](OC(=O)C)OC(=O)C)(=O)C.[Na+].O. Product: [F:1][C:2]1[CH:3]=[CH:4][C:5]([C@@H:8]([NH2:12])[CH2:9][CH2:10][N:20]2[CH2:25][CH2:24][O:23][CH2:22][CH2:21]2)=[CH:6][CH:7]=1. The catalyst class is: 2.